Dataset: NCI-60 drug combinations with 297,098 pairs across 59 cell lines. Task: Regression. Given two drug SMILES strings and cell line genomic features, predict the synergy score measuring deviation from expected non-interaction effect. (1) Drug 1: CC(CN1CC(=O)NC(=O)C1)N2CC(=O)NC(=O)C2. Drug 2: C(CC(=O)O)C(=O)CN.Cl. Cell line: HCT-15. Synergy scores: CSS=32.3, Synergy_ZIP=-9.39, Synergy_Bliss=0.476, Synergy_Loewe=-8.79, Synergy_HSA=0.345. (2) Drug 1: CCC1(CC2CC(C3=C(CCN(C2)C1)C4=CC=CC=C4N3)(C5=C(C=C6C(=C5)C78CCN9C7C(C=CC9)(C(C(C8N6C)(C(=O)OC)O)OC(=O)C)CC)OC)C(=O)OC)O.OS(=O)(=O)O. Drug 2: CCCCCOC(=O)NC1=NC(=O)N(C=C1F)C2C(C(C(O2)C)O)O. Cell line: M14. Synergy scores: CSS=-2.98, Synergy_ZIP=2.95, Synergy_Bliss=1.93, Synergy_Loewe=-4.07, Synergy_HSA=-4.00. (3) Drug 1: CCCCC(=O)OCC(=O)C1(CC(C2=C(C1)C(=C3C(=C2O)C(=O)C4=C(C3=O)C=CC=C4OC)O)OC5CC(C(C(O5)C)O)NC(=O)C(F)(F)F)O. Synergy scores: CSS=32.2, Synergy_ZIP=-2.35, Synergy_Bliss=1.20, Synergy_Loewe=-33.9, Synergy_HSA=-0.491. Drug 2: C(CN)CNCCSP(=O)(O)O. Cell line: TK-10. (4) Drug 2: C1C(C(OC1N2C=NC(=NC2=O)N)CO)O. Cell line: SK-OV-3. Drug 1: CC1=C(N=C(N=C1N)C(CC(=O)N)NCC(C(=O)N)N)C(=O)NC(C(C2=CN=CN2)OC3C(C(C(C(O3)CO)O)O)OC4C(C(C(C(O4)CO)O)OC(=O)N)O)C(=O)NC(C)C(C(C)C(=O)NC(C(C)O)C(=O)NCCC5=NC(=CS5)C6=NC(=CS6)C(=O)NCCC[S+](C)C)O. Synergy scores: CSS=-0.333, Synergy_ZIP=5.69, Synergy_Bliss=1.20, Synergy_Loewe=-3.56, Synergy_HSA=-2.17. (5) Drug 1: C1=CC(=CC=C1C#N)C(C2=CC=C(C=C2)C#N)N3C=NC=N3. Drug 2: CC1=C2C(C(=O)C3(C(CC4C(C3C(C(C2(C)C)(CC1OC(=O)C(C(C5=CC=CC=C5)NC(=O)OC(C)(C)C)O)O)OC(=O)C6=CC=CC=C6)(CO4)OC(=O)C)O)C)O. Cell line: HCC-2998. Synergy scores: CSS=10.7, Synergy_ZIP=-6.56, Synergy_Bliss=-11.2, Synergy_Loewe=0.465, Synergy_HSA=-3.65.